From a dataset of Forward reaction prediction with 1.9M reactions from USPTO patents (1976-2016). Predict the product of the given reaction. (1) Given the reactants [C:1]([OH:6])(=[O:5])[CH:2]([CH3:4])[OH:3].[C:7]([O-])(=[O:10])[CH:8]=C, predict the reaction product. The product is: [C:7]([O:3][CH:2]([CH3:4])[C:1]([OH:6])=[O:5])(=[O:10])[CH3:8]. (2) Given the reactants [C:1]([O-:4])([O-])=O.[K+].[K+].Br[CH2:8][C:9]([C:11]1[S:12][C:13]([CH3:22])=[C:14]2[CH2:19][C:18]([CH3:21])([CH3:20])[CH2:17][CH2:16][C:15]=12)=[O:10], predict the reaction product. The product is: [O:4]([CH2:8][C:9]([C:11]1[S:12][C:13]([CH3:22])=[C:14]2[CH2:19][C:18]([CH3:21])([CH3:20])[CH2:17][CH2:16][C:15]=12)=[O:10])[C:1]1[CH:14]=[CH:15][CH:11]=[CH:9][CH:8]=1. (3) Given the reactants [Br:1][C:2]1[CH:3]=[CH:4][C:5]([N:8]2[CH2:13][CH2:12][CH:11]([CH2:14][CH2:15][NH:16]C(=O)OC(C)(C)C)[CH2:10][CH2:9]2)=[N:6][CH:7]=1.FC(F)(F)C(O)=O.N, predict the reaction product. The product is: [Br:1][C:2]1[CH:3]=[CH:4][C:5]([N:8]2[CH2:9][CH2:10][CH:11]([CH2:14][CH2:15][NH2:16])[CH2:12][CH2:13]2)=[N:6][CH:7]=1. (4) Given the reactants N.[C:2]([O:5][CH2:6][CH3:7])(=[O:4])[CH3:3].[CH3:8][O:9][C:10]1[CH:11]=[C:12]([CH:23]=[CH:24][CH:25]=1)[C:13]([C:15]1[CH:20]=[CH:19][CH:18]=[C:17]([O:21][CH3:22])[CH:16]=1)=[O:14].[Cl-].[NH4+], predict the reaction product. The product is: [CH3:22][O:21][C:17]1[CH:16]=[C:15]([C:13]([C:12]2[CH:23]=[CH:24][CH:25]=[C:10]([O:9][CH3:8])[CH:11]=2)([OH:14])[CH2:3][C:2]([O:5][CH2:6][CH3:7])=[O:4])[CH:20]=[CH:19][CH:18]=1. (5) Given the reactants [C:1]([O:5][C:6]([C:11]12[CH2:20][CH:15]3[CH2:16][CH:17]([CH2:19][CH:13]([CH2:14]3)[CH2:12]1)[CH2:18]2)([CH3:10])[CH:7]([CH3:9])[CH3:8])(=[O:4])[CH:2]=[CH2:3].[O:21]=O, predict the reaction product. The product is: [OH:21][C:13]12[CH2:19][CH:17]3[CH2:16][CH:15]([CH2:20][C:11]([C:6]([O:5][C:1](=[O:4])[CH:2]=[CH2:3])([CH3:10])[CH:7]([CH3:8])[CH3:9])([CH2:18]3)[CH2:12]1)[CH2:14]2. (6) Given the reactants C[O:2][C:3](=[O:27])[C:4]1[CH:9]=[CH:8][C:7]([F:10])=[C:6]([CH2:11][O:12][C:13]2[CH:18]=[CH:17][C:16]([C:19]3[CH:24]=[CH:23][C:22]([F:25])=[CH:21][C:20]=3[F:26])=[CH:15][CH:14]=2)[CH:5]=1.[OH-].[Li+], predict the reaction product. The product is: [F:26][C:20]1[CH:21]=[C:22]([F:25])[CH:23]=[CH:24][C:19]=1[C:16]1[CH:15]=[CH:14][C:13]([O:12][CH2:11][C:6]2[CH:5]=[C:4]([CH:9]=[CH:8][C:7]=2[F:10])[C:3]([OH:27])=[O:2])=[CH:18][CH:17]=1. (7) Given the reactants [C:1]([C:4]1[C:5](=[O:19])[NH:6][C:7]2[C:12]([C:13]=1O)=[CH:11][C:10]1[CH2:15][CH2:16][CH2:17][CH2:18][C:9]=1[CH:8]=2)(=O)[CH3:2].[NH2:20][NH2:21], predict the reaction product. The product is: [CH3:2][C:1]1[NH:20][N:21]=[C:13]2[C:12]3[CH:11]=[C:10]4[CH2:15][CH2:16][CH2:17][CH2:18][C:9]4=[CH:8][C:7]=3[NH:6][C:5](=[O:19])[C:4]=12.